Dataset: Reaction yield outcomes from USPTO patents with 853,638 reactions. Task: Predict the reaction yield, written as a fraction of the theoretical maximum amount of product (1.0 means a 100% yield; for example, 0.34 means a 34% yield). (1) The reactants are CC1C=CC(S(O[CH2:12][C@@H:13]2[CH2:17][O:16][C:15]([CH3:19])([CH3:18])[O:14]2)(=O)=O)=CC=1.[C:20]([C:24]1[NH:25][C:26]2[C:31]([CH:32]=1)=[CH:30][C:29]([N+:33]([O-:35])=[O:34])=[CH:28][CH:27]=2)([CH3:23])([CH3:22])[CH3:21].C([O-])([O-])=O.[Cs+].[Cs+]. The catalyst is CN(C=O)C. The product is [C:20]([C:24]1[N:25]([CH2:12][C@@H:13]2[CH2:17][O:16][C:15]([CH3:18])([CH3:19])[O:14]2)[C:26]2[C:31]([CH:32]=1)=[CH:30][C:29]([N+:33]([O-:35])=[O:34])=[CH:28][CH:27]=2)([CH3:23])([CH3:21])[CH3:22]. The yield is 0.660. (2) The product is [CH3:11][S:8]([C:5]1[CH:6]=[CH:7][C:2]([N:34]2[CH:35]=[C:31]([CH3:30])[N:32]=[CH:33]2)=[C:3]([C:12]([N:14]2[CH2:19][CH2:18][N:17]([C:20]3[CH:25]=[CH:24][C:23]([C:26]([F:29])([F:28])[F:27])=[CH:22][CH:21]=3)[CH2:16][CH2:15]2)=[O:13])[CH:4]=1)(=[O:10])=[O:9]. No catalyst specified. The yield is 0.320. The reactants are I[C:2]1[CH:7]=[CH:6][C:5]([S:8]([CH3:11])(=[O:10])=[O:9])=[CH:4][C:3]=1[C:12]([N:14]1[CH2:19][CH2:18][N:17]([C:20]2[CH:25]=[CH:24][C:23]([C:26]([F:29])([F:28])[F:27])=[CH:22][CH:21]=2)[CH2:16][CH2:15]1)=[O:13].[CH3:30][C:31]1[N:32]=[CH:33][NH:34][CH:35]=1.